Dataset: Full USPTO retrosynthesis dataset with 1.9M reactions from patents (1976-2016). Task: Predict the reactants needed to synthesize the given product. (1) Given the product [CH3:1][O:2][C:3]([C:5]1([O:8][CH:10]2[CH2:11][CH2:12][CH2:13][CH2:14][O:9]2)[CH2:7][CH2:6]1)=[O:4], predict the reactants needed to synthesize it. The reactants are: [CH3:1][O:2][C:3]([C:5]1([OH:8])[CH2:7][CH2:6]1)=[O:4].[O:9]1[CH:14]=[CH:13][CH2:12][CH2:11][CH2:10]1.[NH+]1C=CC=CC=1.C1(C)C=CC(S(O)(=O)=O)=CC=1. (2) Given the product [N+:1]([C:4]1[CH:9]=[CH:8][CH:7]=[CH:6][C:5]=1[S:10]([NH:17][CH2:18][CH2:19][C:20]1[CH:21]=[N:22][CH:23]=[CH:24][CH:25]=1)(=[O:12])=[O:11])([O-:3])=[O:2], predict the reactants needed to synthesize it. The reactants are: [N+:1]([C:4]1[CH:9]=[CH:8][CH:7]=[CH:6][C:5]=1[S:10](Cl)(=[O:12])=[O:11])([O-:3])=[O:2].ClCCl.[NH2:17][CH2:18][CH2:19][C:20]1[CH:21]=[N:22][CH:23]=[CH:24][CH:25]=1.C(N(CC)CC)C. (3) The reactants are: [C:1]([O:12][C:13]([CH3:16])([CH3:15])[CH3:14])(=[O:11])/[CH:2]=[CH:3]/[C:4]([O:6][C:7]([CH3:10])([CH3:9])[CH3:8])=[O:5].[C:17]([O:24][CH:25]([CH3:27])[CH3:26])(=[O:23])/[CH:18]=[CH:19]/[C:20]([O-:22])=[O:21].CCCCCC. Given the product [C:4]([O:6][C:7]([CH3:10])([CH3:9])[CH3:8])(=[O:5])/[CH:3]=[CH:2]/[C:1]([O:12][C:13]([CH3:14])([CH3:16])[CH3:15])=[O:11].[C:17]([O:24][CH:25]([CH3:27])[CH3:26])(=[O:23])/[CH:18]=[CH:19]/[C:20]([O-:22])=[O:21], predict the reactants needed to synthesize it. (4) Given the product [Cl:1][C:2]1[C:7]([C:8]([F:9])([F:10])[F:11])=[CH:6][CH:5]=[CH:4][C:3]=1[N:12]1[CH2:13][CH2:14][NH:15][CH2:16][CH2:17]1, predict the reactants needed to synthesize it. The reactants are: [Cl:1][C:2]1[C:7]([C:8]([F:11])([F:10])[F:9])=[CH:6][CH:5]=[CH:4][C:3]=1[N:12]1[CH2:17][CH2:16][N:15](C(OC(C)(C)C)=O)[CH2:14][CH2:13]1.C(O)(C(F)(F)F)=O.CO. (5) Given the product [O:13]1[CH2:14][CH:12]1[C:16]1[CH:25]=[CH:24][C:19]2[C:20](=[O:23])[O:21][CH2:22][C:18]=2[C:17]=1[C:26]([F:29])([F:28])[F:27], predict the reactants needed to synthesize it. The reactants are: CC1C2COC(=O)C=2C=CC=1[C@@H:12]1[CH2:14][O:13]1.Br[C:16]1[CH:25]=[CH:24][C:19]2[C:20](=[O:23])[O:21][CH2:22][C:18]=2[C:17]=1[C:26]([F:29])([F:28])[F:27]. (6) Given the product [CH3:37][Si:36]([CH3:39])([CH3:38])[CH2:35][CH2:34][O:33][CH2:32][N:29]1[C:26]2=[N:27][CH:28]=[C:23]([C:41]#[N:43])[CH:24]=[C:25]2[CH:31]=[CH:30]1, predict the reactants needed to synthesize it. The reactants are: C1(C2C=CC=CC=2)C=CC=CC=1P(C(C)(C)C)C(C)(C)C.Br[C:23]1[CH:24]=[C:25]2[CH:31]=[CH:30][N:29]([CH2:32][O:33][CH2:34][CH2:35][Si:36]([CH3:39])([CH3:38])[CH3:37])[C:26]2=[N:27][CH:28]=1.C[C:41]([N:43](C)C)=O. (7) The reactants are: [CH3:1][S:2][C:3]1[S:4][C:5]2[C:10](=[O:11])[N:9]=[CH:8][NH:7][C:6]=2[N:12]=1.[Li+].C[Si]([N-][Si](C)(C)C)(C)C.Br[CH2:24][C:25]1[CH:30]=[CH:29][CH:28]=[C:27]([Cl:31])[C:26]=1[Cl:32]. Given the product [Cl:32][C:26]1[C:27]([Cl:31])=[CH:28][CH:29]=[CH:30][C:25]=1[CH2:24][N:7]1[C:6]2[N:12]=[C:3]([S:2][CH3:1])[S:4][C:5]=2[C:10](=[O:11])[N:9]=[CH:8]1, predict the reactants needed to synthesize it.